From a dataset of Reaction yield outcomes from USPTO patents with 853,638 reactions. Predict the reaction yield, written as a fraction of the theoretical maximum amount of product (1.0 means a 100% yield; for example, 0.34 means a 34% yield). (1) The reactants are [Br:1][C:2]1[CH:3]=[C:4]([N:10]2[C:14]3=[N:15][CH:16]=[CH:17][CH:18]=[C:13]3[C:12]([C:19]([O:21][CH3:22])=[O:20])=[N:11]2)[CH:5]=[C:6]([CH2:8]Cl)[CH:7]=1.[CH3:23][N:24](C)C=O. The catalyst is O. The product is [Br:1][C:2]1[CH:3]=[C:4]([N:10]2[C:14]3=[N:15][CH:16]=[CH:17][CH:18]=[C:13]3[C:12]([C:19]([O:21][CH3:22])=[O:20])=[N:11]2)[CH:5]=[C:6]([CH2:8][C:23]#[N:24])[CH:7]=1. The yield is 0.560. (2) The reactants are [CH2:1]([N:4]1[C:9]([NH2:10])=[C:8]([N:11]=O)[C:7](=[O:13])[N:6]([CH2:14][C:15]2[CH:20]=[CH:19][C:18]([Cl:21])=[CH:17][CH:16]=2)[C:5]1=[O:22])[CH:2]=[CH2:3].C(#N)C.S(S([O-])=O)([O-])=O.[Na+].[Na+].O. The catalyst is N.O. The product is [CH2:1]([N:4]1[C:9]([NH2:10])=[C:8]([NH2:11])[C:7](=[O:13])[N:6]([CH2:14][C:15]2[CH:20]=[CH:19][C:18]([Cl:21])=[CH:17][CH:16]=2)[C:5]1=[O:22])[CH:2]=[CH2:3]. The yield is 0.900. (3) The reactants are [CH3:1][C:2]1[NH:3][N:4]=[C:5]2[C:14]3[CH:13]=[C:12]([N+:15]([O-:17])=[O:16])[CH:11]=[CH:10][C:9]=3[NH:8][C:7](=[O:18])[C:6]=12.[O:19]1[CH:24]=[CH:23][CH2:22][CH2:21][CH2:20]1.C1(C)C=CC(S(O)(=O)=O)=CC=1. The catalyst is CN(C=O)C. The product is [CH3:1][C:2]1[N:3]([CH:20]2[CH2:21][CH2:22][CH2:23][CH2:24][O:19]2)[N:4]=[C:5]2[C:14]3[CH:13]=[C:12]([N+:15]([O-:17])=[O:16])[CH:11]=[CH:10][C:9]=3[NH:8][C:7](=[O:18])[C:6]=12. The yield is 0.420. (4) The reactants are Br[C:2]1[CH:3]=[C:4]([O:8][CH3:9])[CH:5]=[N:6][CH:7]=1.[CH3:10][CH:11]([OH:15])[CH2:12][CH:13]=[CH2:14].C(N(CC)CC)C.C(#N)C. The catalyst is O.C([O-])(=O)C.[Pd+2].C([O-])(=O)C.C1(C)C=CC=CC=1P(C1C=CC=CC=1C)C1C=CC=CC=1C. The product is [CH3:9][O:8][C:4]1[CH:3]=[C:2](/[CH:14]=[CH:13]/[CH2:12][CH:11]([OH:15])[CH3:10])[CH:7]=[N:6][CH:5]=1. The yield is 0.703.